This data is from Full USPTO retrosynthesis dataset with 1.9M reactions from patents (1976-2016). The task is: Predict the reactants needed to synthesize the given product. (1) Given the product [CH3:1][O:2][CH2:3][CH2:4][CH2:5][CH2:6][N:7]1[C:12]2[CH:13]=[C:14]([C:21]([NH:27][C@H:28]3[C@H:33]([C:34]4[CH:39]=[CH:38][CH:37]=[CH:36][CH:35]=4)[CH2:32][CH2:31][N:30]([C:40]([O:42][C:43]([CH3:46])([CH3:45])[CH3:44])=[O:41])[CH2:29]3)=[O:22])[C:15]([C:17]([F:19])([F:18])[F:20])=[CH:16][C:11]=2[O:10][C:9]([CH3:25])([CH3:24])[C:8]1=[O:26], predict the reactants needed to synthesize it. The reactants are: [CH3:1][O:2][CH2:3][CH2:4][CH2:5][CH2:6][N:7]1[C:12]2[CH:13]=[C:14]([C:21](O)=[O:22])[C:15]([C:17]([F:20])([F:19])[F:18])=[CH:16][C:11]=2[O:10][C:9]([CH3:25])([CH3:24])[C:8]1=[O:26].[NH2:27][C@H:28]1[C@H:33]([C:34]2[CH:39]=[CH:38][CH:37]=[CH:36][CH:35]=2)[CH2:32][CH2:31][N:30]([C:40]([O:42][C:43]([CH3:46])([CH3:45])[CH3:44])=[O:41])[CH2:29]1. (2) Given the product [C:12]1([CH:11]([NH:24][CH2:7][C:6]2[CH:9]=[CH:10][C:3]([C:1]#[N:2])=[CH:4][CH:5]=2)[C:18]2[CH:19]=[CH:20][CH:21]=[CH:22][CH:23]=2)[CH:17]=[CH:16][CH:15]=[CH:14][CH:13]=1, predict the reactants needed to synthesize it. The reactants are: [C:1]([C:3]1[CH:10]=[CH:9][C:6]([CH2:7]Br)=[CH:5][CH:4]=1)#[N:2].[CH:11]([NH2:24])([C:18]1[CH:23]=[CH:22][CH:21]=[CH:20][CH:19]=1)[C:12]1[CH:17]=[CH:16][CH:15]=[CH:14][CH:13]=1.C(=O)([O-])[O-].[K+].[K+]. (3) Given the product [CH3:12][O:13][C:14]([C:16]1[S:25][C:19]2[N:20]=[CH:21][N:22]=[C:23]([NH:1][C:2]3[C:3]([O:8][CH2:9][CH2:10][OH:11])=[N:4][CH:5]=[CH:6][CH:7]=3)[C:18]=2[C:17]=1[CH3:26])=[O:15], predict the reactants needed to synthesize it. The reactants are: [NH2:1][C:2]1[C:3]([O:8][CH2:9][CH2:10][OH:11])=[N:4][CH:5]=[CH:6][CH:7]=1.[CH3:12][O:13][C:14]([C:16]1[S:25][C:19]2[N:20]=[C:21](Cl)[N:22]=[CH:23][C:18]=2[C:17]=1[CH3:26])=[O:15]. (4) Given the product [CH3:16][C:14]1([CH3:17])[NH:13][C:12](=[O:18])[NH:11][C:10]2[CH:19]=[C:6]([O:5][CH2:4][CH2:3][CH2:2][N:34]3[CH2:33][CH2:32][N:31]([C:21]4[C:30]5[C:25](=[CH:26][CH:27]=[CH:28][CH:29]=5)[CH:24]=[CH:23][CH:22]=4)[CH2:36][CH2:35]3)[CH:7]=[CH:8][C:9]=2[CH2:15]1, predict the reactants needed to synthesize it. The reactants are: Cl[CH2:2][CH2:3][CH2:4][O:5][C:6]1[CH:7]=[CH:8][C:9]2[CH2:15][C:14]([CH3:17])([CH3:16])[NH:13][C:12](=[O:18])[NH:11][C:10]=2[CH:19]=1.Cl.[C:21]1([N:31]2[CH2:36][CH2:35][NH:34][CH2:33][CH2:32]2)[C:30]2[C:25](=[CH:26][CH:27]=[CH:28][CH:29]=2)[CH:24]=[CH:23][CH:22]=1.[Na+].[I-].C([O-])([O-])=O.[K+].[K+]. (5) Given the product [N:22]1[CH:23]=[CH:24][C:19]([CH2:18][NH:17][C:10]2[C:11]3[N:12]([CH:14]=[CH:15][N:16]=3)[CH:13]=[C:8]([C:4]3[CH:3]=[C:2]([NH:1][C:34]([NH:33][C:29]4[CH:30]=[CH:31][CH:32]=[C:27]([C:26]([F:25])([F:36])[F:37])[CH:28]=4)=[O:35])[CH:7]=[CH:6][CH:5]=3)[N:9]=2)=[CH:20][CH:21]=1, predict the reactants needed to synthesize it. The reactants are: [NH2:1][C:2]1[CH:3]=[C:4]([C:8]2[N:9]=[C:10]([NH:17][CH2:18][C:19]3[CH:24]=[CH:23][N:22]=[CH:21][CH:20]=3)[C:11]3[N:12]([CH:14]=[CH:15][N:16]=3)[CH:13]=2)[CH:5]=[CH:6][CH:7]=1.[F:25][C:26]([F:37])([F:36])[C:27]1[CH:28]=[C:29]([N:33]=[C:34]=[O:35])[CH:30]=[CH:31][CH:32]=1. (6) Given the product [Br:25][C:26]1[CH:33]=[CH:32][C:29](/[CH:30]=[CH:20]/[C:21]([O:23][CH3:24])=[O:22])=[CH:28][C:27]=1[CH3:34], predict the reactants needed to synthesize it. The reactants are: C1(P(=[CH:20][C:21]([O:23][CH3:24])=[O:22])(C2C=CC=CC=2)C2C=CC=CC=2)C=CC=CC=1.[Br:25][C:26]1[CH:33]=[CH:32][C:29]([CH:30]=O)=[CH:28][C:27]=1[CH3:34].